Dataset: Reaction yield outcomes from USPTO patents with 853,638 reactions. Task: Predict the reaction yield, written as a fraction of the theoretical maximum amount of product (1.0 means a 100% yield; for example, 0.34 means a 34% yield). The reactants are [CH3:1][C:2]1[C:7]2[N:8]=[C:9]([NH2:11])[S:10][C:6]=2[CH:5]=[CH:4][CH:3]=1.Br[CH2:13][C:14](=O)[C:15]([O:17][CH2:18][CH3:19])=[O:16]. No catalyst specified. The product is [CH3:1][C:2]1[C:7]2[N:8]3[CH:13]=[C:14]([C:15]([O:17][CH2:18][CH3:19])=[O:16])[N:11]=[C:9]3[S:10][C:6]=2[CH:5]=[CH:4][CH:3]=1. The yield is 0.450.